From a dataset of Full USPTO retrosynthesis dataset with 1.9M reactions from patents (1976-2016). Predict the reactants needed to synthesize the given product. (1) The reactants are: [C:1]1([NH:7][S:8]([NH:11][C:12](=[O:18])[O:13][C:14]([CH3:17])([CH3:16])[CH3:15])(=[O:10])=[O:9])[CH:6]=[CH:5][CH:4]=[CH:3][CH:2]=1.Br[CH2:20][CH2:21][CH2:22][CH2:23]Br.C([O-])([O-])=O.[Cs+].[Cs+]. Given the product [O:10]=[S:8]1(=[O:9])[N:7]([C:1]2[CH:2]=[CH:3][CH:4]=[CH:5][CH:6]=2)[CH2:23][CH2:22][CH2:21][CH2:20][N:11]1[C:12]([O:13][C:14]([CH3:15])([CH3:17])[CH3:16])=[O:18], predict the reactants needed to synthesize it. (2) Given the product [N:10]([CH2:6][C:5]1[CH:8]=[CH:9][C:2]([Cl:1])=[CH:3][CH:4]=1)=[N+:11]=[N-:12], predict the reactants needed to synthesize it. The reactants are: [Cl:1][C:2]1[CH:9]=[CH:8][C:5]([CH2:6]Br)=[CH:4][CH:3]=1.[N-:10]=[N+:11]=[N-:12].[Na+].